Dataset: Reaction yield outcomes from USPTO patents with 853,638 reactions. Task: Predict the reaction yield, written as a fraction of the theoretical maximum amount of product (1.0 means a 100% yield; for example, 0.34 means a 34% yield). (1) The reactants are [CH:1]1([CH2:4][O:5][C:6]2[N:11]=[CH:10][C:9]([NH:12][S:13]([CH2:16][CH3:17])(=[O:15])=[O:14])=[CH:8][C:7]=2B2OC(C)(C)C(C)(C)O2)[CH2:3][CH2:2]1.Br[C:28]1[C:29]2[CH:38]=[CH:37][O:36][C:30]=2[C:31](=[O:35])[N:32]([CH3:34])[CH:33]=1.[O-]P([O-])([O-])=O.[K+].[K+].[K+]. The catalyst is O1CCOCC1.O.C1C=CC(P(C2C=CC=CC=2)[C-]2C=CC=C2)=CC=1.C1C=CC(P(C2C=CC=CC=2)[C-]2C=CC=C2)=CC=1.Cl[Pd]Cl.[Fe+2]. The product is [CH:1]1([CH2:4][O:5][C:6]2[N:11]=[CH:10][C:9]([NH:12][S:13]([CH2:16][CH3:17])(=[O:14])=[O:15])=[CH:8][C:7]=2[C:28]2[C:29]3[CH:38]=[CH:37][O:36][C:30]=3[C:31](=[O:35])[N:32]([CH3:34])[CH:33]=2)[CH2:2][CH2:3]1. The yield is 0.480. (2) The reactants are Br[C:2]1[CH:3]=[C:4]2[N:10]=[CH:9][N:8]([CH2:11][C:12]3[CH:28]=[CH:27][C:15]4[N:16]=[C:17]([NH:19][C@@H:20]5[CH2:25][CH2:24][CH2:23][CH2:22][C@H:21]5[OH:26])[S:18][C:14]=4[CH:13]=3)[C:5]2=[N:6][CH:7]=1.[CH:29]1(B(O)O)[CH2:31][CH2:30]1.C([O-])([O-])=O.[K+].[K+].C1(P(C2CCCCC2)C2C=CC=CC=2C2C(C(C)C)=CC(C(C)C)=CC=2C(C)C)CCCCC1. The catalyst is [Pd].[Pd].C(=CC(C=CC1C=CC=CC=1)=O)C1C=CC=CC=1.C(=CC(C=CC1C=CC=CC=1)=O)C1C=CC=CC=1.C(=CC(C=CC1C=CC=CC=1)=O)C1C=CC=CC=1.C1(C)C=CC=CC=1. The product is [CH:29]1([C:2]2[CH:3]=[C:4]3[N:10]=[CH:9][N:8]([CH2:11][C:12]4[CH:28]=[CH:27][C:15]5[N:16]=[C:17]([NH:19][C@@H:20]6[CH2:25][CH2:24][CH2:23][CH2:22][C@H:21]6[OH:26])[S:18][C:14]=5[CH:13]=4)[C:5]3=[N:6][CH:7]=2)[CH2:31][CH2:30]1. The yield is 0.0400. (3) The reactants are [N:1]1[CH:6]=[CH:5][CH:4]=[C:3]([NH2:7])[CH:2]=1.[C:8]([Si:12]([CH3:32])([CH3:31])[N:13]1[C:21]2[C:16](=[C:17](OS(C(F)(F)F)(=O)=O)[CH:18]=[CH:19][CH:20]=2)[CH:15]=[C:14]1[CH3:30])([CH3:11])([CH3:10])[CH3:9].[O-]P([O-])([O-])=O.[K+].[K+].[K+].[CH2:41]1[CH2:45][O:44][CH2:43][CH2:42]1.[C:46]([O-:49])(O)=O.[Na+]. The catalyst is CCOC(C)=O.CCOC(C)=O.CCCCCCC. The product is [C:8]([Si:12]([CH3:32])([CH3:31])[N:13]1[C:21]2[C:16](=[C:17]([C:18]3[CH:19]=[C:20]([NH:7][C:3]4[CH:2]=[N:1][CH:6]=[CH:5][CH:4]=4)[CH:21]=[C:45]([O:44][CH2:43][C:42]4[CH:17]=[CH:16][C:15]([O:49][CH3:46])=[CH:14][CH:30]=4)[CH:41]=3)[CH:18]=[CH:19][CH:20]=2)[CH:15]=[C:14]1[CH3:30])([CH3:11])([CH3:9])[CH3:10]. The yield is 0.410. (4) The reactants are [CH:1]1[C:6]([N+:7]([O-:9])=[O:8])=[CH:5][CH:4]=[C:3]([OH:10])[CH:2]=1.Cl[C:12]([O:14][CH2:15][Cl:16])=[O:13].C(N(CC)CC)C. The catalyst is O1CCCC1. The product is [C:12](=[O:13])([O:10][C:3]1[CH:4]=[CH:5][C:6]([N+:7]([O-:9])=[O:8])=[CH:1][CH:2]=1)[O:14][CH2:15][Cl:16]. The yield is 0.950. (5) The reactants are [Cl:1][C:2]1[CH:19]=[CH:18][C:5]([O:6][CH2:7][CH2:8][CH2:9][NH:10]C(=O)OC(C)(C)C)=[C:4]([NH:20][C:21]([NH:23][C:24]2[CH:29]=[N:28][C:27]([C:30]#[N:31])=[CH:26][N:25]=2)=[O:22])[CH:3]=1. The catalyst is FC(F)(F)C(O)=O.ClCCl. The product is [NH2:10][CH2:9][CH2:8][CH2:7][O:6][C:5]1[CH:18]=[CH:19][C:2]([Cl:1])=[CH:3][C:4]=1[NH:20][C:21]([NH:23][C:24]1[CH:29]=[N:28][C:27]([C:30]#[N:31])=[CH:26][N:25]=1)=[O:22]. The yield is 0.0600.